This data is from Reaction yield outcomes from USPTO patents with 853,638 reactions. The task is: Predict the reaction yield, written as a fraction of the theoretical maximum amount of product (1.0 means a 100% yield; for example, 0.34 means a 34% yield). The reactants are Br[C:2]1[C:3]([CH2:8][N:9]2[C:14](=[O:15])[C:13]3([CH2:20][CH2:19][N:18]([C:21]4[N:26]=[C:25]([CH3:27])[CH:24]=[C:23]([CH3:28])[N:22]=4)[CH2:17][CH2:16]3)[N:12](C(OC(C)(C)C)=O)[CH2:11][CH2:10]2)=[N:4][N:5]([CH3:7])[CH:6]=1.[C:36]1(B(O)O)[CH:41]=[CH:40][CH:39]=[CH:38][CH:37]=1.[O-]P([O-])([O-])=O.[K+].[K+].[K+].COC1C=CC=C(OC)C=1C1C=CC=CC=1P(C1CCCCC1)C1CCCCC1.C(O)(C(F)(F)F)=O. The catalyst is C1(C)C=CC=CC=1.C(Cl)Cl.CC([O-])=O.CC([O-])=O.[Pd+2].O. The product is [CH3:27][C:25]1[CH:24]=[C:23]([CH3:28])[N:22]=[C:21]([N:18]2[CH2:19][CH2:20][C:13]3([NH:12][CH2:11][CH2:10][N:9]([CH2:8][C:3]4[C:2]([C:36]5[CH:41]=[CH:40][CH:39]=[CH:38][CH:37]=5)=[CH:6][N:5]([CH3:7])[N:4]=4)[C:14]3=[O:15])[CH2:16][CH2:17]2)[N:26]=1. The yield is 0.300.